This data is from Catalyst prediction with 721,799 reactions and 888 catalyst types from USPTO. The task is: Predict which catalyst facilitates the given reaction. (1) Reactant: Br[C:2]1[CH:3]=[C:4]([S:11]([NH:14][C:15]([CH3:18])([CH3:17])[CH3:16])(=[O:13])=[O:12])[C:5]([CH:8]([F:10])[F:9])=[N:6][CH:7]=1.[B:19]1([B:19]2[O:23][C:22]([CH3:25])([CH3:24])[C:21]([CH3:27])([CH3:26])[O:20]2)[O:23][C:22]([CH3:25])([CH3:24])[C:21]([CH3:27])([CH3:26])[O:20]1.CC([O-])=O.[K+]. Product: [C:15]([NH:14][S:11]([C:4]1[C:5]([CH:8]([F:10])[F:9])=[N:6][CH:7]=[C:2]([B:19]2[O:23][C:22]([CH3:25])([CH3:24])[C:21]([CH3:27])([CH3:26])[O:20]2)[CH:3]=1)(=[O:13])=[O:12])([CH3:18])([CH3:17])[CH3:16]. The catalyst class is: 368. (2) Reactant: [NH2:1][C:2]1[C:3]([C:31]([CH3:39])([CH3:38])[O:32][SiH2:33][C:34]([CH3:37])([CH3:36])[CH3:35])=[C:4]([C:8]2[CH:9]=[C:10]([NH:16][C:17]3[CH:22]=[CH:21][C:20]([C:23]([N:25]4[CH2:30][CH2:29][O:28][CH2:27][CH2:26]4)=[O:24])=[CH:19][N:18]=3)[C:11](=[O:15])[N:12](C)[CH:13]=2)[CH:5]=[CH:6][CH:7]=1.[Br:40][C:41]1[CH:46]=[CH:45][C:44]([S:47](Cl)(=[O:49])=[O:48])=[C:43]([CH2:51][CH2:52]Br)[CH:42]=1.CCN(C(C)C)C(C)C. Product: [Br:40][C:41]1[CH:46]=[CH:45][C:44]2[S:47](=[O:49])(=[O:48])[N:1]([C:2]3[C:3]([C:31]([CH3:39])([CH3:38])[O:32][SiH2:33][C:34]([CH3:36])([CH3:35])[CH3:37])=[C:4]([C:8]4[CH:9]=[C:10]([NH:16][C:17]5[CH:22]=[CH:21][C:20]([C:23]([N:25]6[CH2:26][CH2:27][O:28][CH2:29][CH2:30]6)=[O:24])=[CH:19][N:18]=5)[C:11](=[O:15])[NH:12][CH:13]=4)[CH:5]=[CH:6][CH:7]=3)[CH2:52][CH2:51][C:43]=2[CH:42]=1. The catalyst class is: 68. (3) Reactant: F[P-](F)(F)(F)(F)F.N1(O[P+](N(C)C)(N(C)C)N(C)C)C2C=CC=CC=2N=N1.[F:28][C:29]1[CH:34]=[CH:33][C:32]([S:35]([N:38]2[C:47]3[C:42](=[CH:43][C:44]([C:48]([OH:57])([C:53]([F:56])([F:55])[F:54])[C:49]([F:52])([F:51])[F:50])=[CH:45][CH:46]=3)[CH2:41][CH2:40][C@H:39]2[CH2:58][C:59]([NH:61][NH2:62])=[O:60])(=[O:37])=[O:36])=[CH:31][CH:30]=1.CCN(C(C)C)C(C)C.[CH2:72]([O:79][C:80](=[O:85])[CH2:81][C:82](O)=O)[C:73]1[CH:78]=[CH:77][CH:76]=[CH:75][CH:74]=1.S(Cl)(C1C=CC(C)=CC=1)(=O)=O. Product: [F:28][C:29]1[CH:34]=[CH:33][C:32]([S:35]([N:38]2[C:47]3[C:42](=[CH:43][C:44]([C:48]([OH:57])([C:53]([F:55])([F:54])[F:56])[C:49]([F:50])([F:52])[F:51])=[CH:45][CH:46]=3)[CH2:41][CH2:40][C@H:39]2[CH2:58][C:59]2[O:60][C:82]([CH2:81][C:80]([O:79][CH2:72][C:73]3[CH:78]=[CH:77][CH:76]=[CH:75][CH:74]=3)=[O:85])=[N:62][N:61]=2)(=[O:36])=[O:37])=[CH:31][CH:30]=1. The catalyst class is: 3. (4) Reactant: [OH:1][CH2:2][CH2:3][O:4][CH2:5][N:6]1[CH:13]=[CH:12][C:10](=[O:11])[NH:9][C:7]1=[O:8].[C:14]1([C:20](Cl)([C:27]2[CH:32]=[CH:31][CH:30]=[CH:29][CH:28]=2)[C:21]2[CH:26]=[CH:25][CH:24]=[CH:23][CH:22]=2)[CH:19]=[CH:18][CH:17]=[CH:16][CH:15]=1.O. Product: [C:20]([O:1][CH2:2][CH2:3][O:4][CH2:5][N:6]1[CH:13]=[CH:12][C:10](=[O:11])[NH:9][C:7]1=[O:8])([C:14]1[CH:19]=[CH:18][CH:17]=[CH:16][CH:15]=1)([C:27]1[CH:28]=[CH:29][CH:30]=[CH:31][CH:32]=1)[C:21]1[CH:22]=[CH:23][CH:24]=[CH:25][CH:26]=1. The catalyst class is: 17. (5) Reactant: [Cl:1][C:2]1[C:3](=[O:24])[N:4]([CH2:12][CH2:13][C:14]2[CH:23]=[CH:22][C:17]([C:18]([O:20][CH3:21])=[O:19])=[CH:16][CH:15]=2)[C:5]([CH2:9][CH:10]=O)=[C:6]([Cl:8])[CH:7]=1.Cl.[CH2:26]([C@H:29]1[CH2:33][CH2:32][CH2:31][NH:30]1)[CH2:27][CH3:28].C([O-])(=O)C.[Na+].C(O[BH-](OC(=O)C)OC(=O)C)(=O)C.[Na+].C(=O)([O-])O.[Na+]. Product: [Cl:1][C:2]1[C:3](=[O:24])[N:4]([CH2:12][CH2:13][C:14]2[CH:15]=[CH:16][C:17]([C:18]([O:20][CH3:21])=[O:19])=[CH:22][CH:23]=2)[C:5]([CH2:9][CH2:10][N:30]2[CH2:31][CH2:32][CH2:33][C@@H:29]2[CH2:26][CH2:27][CH3:28])=[C:6]([Cl:8])[CH:7]=1. The catalyst class is: 22.